From a dataset of Full USPTO retrosynthesis dataset with 1.9M reactions from patents (1976-2016). Predict the reactants needed to synthesize the given product. (1) Given the product [CH3:1][N:2]([CH2:9][CH2:10][O:11][C:12]1[CH:19]=[CH:18][C:15]([CH:16]=[C:24]2[S:20][C:21](=[O:26])[NH:22][C:23]2=[O:25])=[CH:14][CH:13]=1)[C:3]1[N:8]=[CH:7][CH:6]=[CH:5][N:4]=1, predict the reactants needed to synthesize it. The reactants are: [CH3:1][N:2]([CH2:9][CH2:10][O:11][C:12]1[CH:19]=[CH:18][C:15]([CH:16]=O)=[CH:14][CH:13]=1)[C:3]1[N:8]=[CH:7][CH:6]=[CH:5][N:4]=1.[S:20]1[CH2:24][C:23](=[O:25])[NH:22][C:21]1=[O:26].C([O-])(=O)C.[NH2+]1CCCCC1. (2) Given the product [O:12]([C:9]1[CH:8]=[CH:7][C:6]([CH2:5][CH2:4][C:3]([NH:20][C:21]([NH2:23])=[O:22])=[O:19])=[CH:11][CH:10]=1)[C:13]1[CH:14]=[CH:15][CH:16]=[CH:17][CH:18]=1, predict the reactants needed to synthesize it. The reactants are: CO[C:3](=[O:19])[CH2:4][CH2:5][C:6]1[CH:11]=[CH:10][C:9]([O:12][C:13]2[CH:18]=[CH:17][CH:16]=[CH:15][CH:14]=2)=[CH:8][CH:7]=1.[NH2:20][C:21]([NH2:23])=[O:22].[O-]CC.[Na+]. (3) Given the product [NH2:1][C:2]1[C:35]([C:36]([F:39])([F:37])[F:38])=[CH:34][C:5]([CH2:6][C@@H:7]([CH2:11][C:12]([N:13]2[CH2:14][CH2:15][CH:16]([N:19]3[C:23]4[CH:24]=[N:25][C:26]5[CH:27]=[CH:28][CH:29]=[CH:30][C:31]=5[C:22]=4[NH:21][C:20]3=[O:32])[CH2:17][CH2:18]2)=[O:33])[C:8]([N:50]2[CH2:49][CH2:48][N:47]([CH:44]3[CH2:45][CH2:46][O:41][CH2:42][CH2:43]3)[CH2:52][CH2:51]2)=[O:10])=[CH:4][C:3]=1[Cl:40], predict the reactants needed to synthesize it. The reactants are: [NH2:1][C:2]1[C:35]([C:36]([F:39])([F:38])[F:37])=[CH:34][C:5]([CH2:6][C@@H:7]([CH2:11][C:12](=[O:33])[N:13]2[CH2:18][CH2:17][CH:16]([N:19]3[C:23]4[CH:24]=[N:25][C:26]5[CH:27]=[CH:28][CH:29]=[CH:30][C:31]=5[C:22]=4[NH:21][C:20]3=[O:32])[CH2:15][CH2:14]2)[C:8]([OH:10])=O)=[CH:4][C:3]=1[Cl:40].[O:41]1[CH2:46][CH2:45][CH:44]([N:47]2[CH2:52][CH2:51][NH:50][CH2:49][CH2:48]2)[CH2:43][CH2:42]1. (4) The reactants are: [CH3:1][N:2]1[CH:6]=[C:5]([NH:7][C:8](=[O:31])[CH2:9][C:10]2[CH:15]=[CH:14][C:13]([O:16][C:17]3[C:26]4[C:21](=[CH:22][C:23]([O:27][CH3:28])=[CH:24][CH:25]=4)[N:20]=[CH:19][CH:18]=3)=[CH:12][C:11]=2[O:29][CH3:30])[C:4]([CH3:32])=[N:3]1.O.[C:34]([OH:46])(=[O:45])[CH2:35][C:36]([CH2:41][C:42]([OH:44])=[O:43])([C:38]([OH:40])=[O:39])[OH:37].COC(C)(C)C. Given the product [C:34]([OH:46])(=[O:45])[CH2:35][C:36]([CH2:41][C:42]([OH:44])=[O:43])([C:38]([OH:40])=[O:39])[OH:37].[CH3:1][N:2]1[CH:6]=[C:5]([NH:7][C:8](=[O:31])[CH2:9][C:10]2[CH:15]=[CH:14][C:13]([O:16][C:17]3[C:26]4[C:21](=[CH:22][C:23]([O:27][CH3:28])=[CH:24][CH:25]=4)[N:20]=[CH:19][CH:18]=3)=[CH:12][C:11]=2[O:29][CH3:30])[C:4]([CH3:32])=[N:3]1, predict the reactants needed to synthesize it.